Dataset: Full USPTO retrosynthesis dataset with 1.9M reactions from patents (1976-2016). Task: Predict the reactants needed to synthesize the given product. (1) Given the product [Br:46]/[C:47](/[CH:56]=[CH:20]/[C:16]1[C:17]([CH3:19])([CH3:18])[C:4]2[C:5]([N:15]=1)=[N+:6]([CH2:8][CH2:9][CH2:10][S:11]([O-:14])(=[O:13])=[O:12])[CH:7]=[C:2]([Cl:1])[CH:3]=2)=[CH:48]\[CH:21]=[C:22]1\[N:23]([CH2:37][CH2:38][CH2:39][S:40]([O-:43])(=[O:42])=[O:41])[C:24]2[C:29]([C:30]\1([CH3:31])[CH3:32])=[CH:28][C:27]([S:33]([O-:36])(=[O:35])=[O:34])=[CH:26][CH:25]=2.[Na+:44].[Na+:44], predict the reactants needed to synthesize it. The reactants are: [Cl:1][C:2]1[CH:3]=[C:4]2[C:17]([CH3:19])([CH3:18])[C:16]([CH3:20])=[N:15][C:5]2=[N+:6]([CH2:8][CH2:9][CH2:10][S:11]([O-:14])(=[O:13])=[O:12])[CH:7]=1.[CH3:21][C:22]1[C:30]([CH3:32])([CH3:31])[C:29]2[C:24](=[CH:25][CH:26]=[C:27]([S:33]([O-:36])(=[O:35])=[O:34])[CH:28]=2)[N+:23]=1[CH2:37][CH2:38][CH2:39][S:40]([O-:43])(=[O:42])=[O:41].[Na+:44].[Br-].[Br:46]/[C:47](=[CH:56]\NC1C=CC=CC=1)/[CH:48]=[NH+]/C1C=CC=CC=1.C(OC(=O)C)(=O)C. (2) Given the product [Br:2][C:3]1[CH:8]=[CH:7][C:6]([C:9](=[O:11])[CH2:10][C:12](=[O:18])[C:13]([O:15][CH2:16][CH3:17])=[O:14])=[CH:5][CH:4]=1, predict the reactants needed to synthesize it. The reactants are: [Na].[Br:2][C:3]1[CH:8]=[CH:7][C:6]([C:9](=[O:11])[CH3:10])=[CH:5][CH:4]=1.[C:12](OCC)(=[O:18])[C:13]([O:15][CH2:16][CH3:17])=[O:14]. (3) Given the product [F:46][C:47]1[CH:48]=[C:49]([CH:92]=[CH:93][CH:94]=1)[CH2:50][N:51]1[C:55]([CH3:56])=[C:54]([C:57]2[C:65]3[C:60](=[N:61][CH:62]=[C:63]([C:66]4[CH:67]=[CH:68][C:69]([N:72]5[CH2:77][CH2:76][N:75]([CH2:78][C@@H:79]([OH:81])[CH3:80])[CH2:74][CH2:73]5)=[CH:70][CH:71]=4)[CH:64]=3)[NH:59][CH:58]=2)[CH:53]=[N:52]1, predict the reactants needed to synthesize it. The reactants are: Cl.FC1C=C(C=CC=1)CN1C=C(C2C3C(=NC=C(C4C=CC(C5CCNCC5)=CC=4)C=3)N(S(C3C=CC(C)=CC=3)(=O)=O)C=2)C=N1.[F:46][C:47]1[CH:48]=[C:49]([CH:92]=[CH:93][CH:94]=1)[CH2:50][N:51]1[C:55]([CH3:56])=[C:54]([C:57]2[C:65]3[C:60](=[N:61][CH:62]=[C:63]([C:66]4[CH:71]=[CH:70][C:69]([N:72]5[CH2:77][CH2:76][N:75]([CH2:78][C@@H:79]([OH:81])[CH3:80])[CH2:74][CH2:73]5)=[CH:68][CH:67]=4)[CH:64]=3)[N:59](S(C3C=CC(C)=CC=3)(=O)=O)[CH:58]=2)[CH:53]=[N:52]1.[OH-].[Li+]. (4) Given the product [CH3:13][O:14][N:15]=[CH:7][C:6]1[CH:9]=[C:2]([Br:1])[CH:3]=[CH:4][C:5]=1[S:10][CH3:11], predict the reactants needed to synthesize it. The reactants are: [Br:1][C:2]1[CH:3]=[CH:4][C:5]([S:10][CH3:11])=[C:6]([CH:9]=1)[CH:7]=O.Cl.[CH3:13][O:14][NH2:15].O. (5) The reactants are: [C:1]([C:9]1[C:10](=[O:20])[N:11]([CH3:19])[C:12](=[O:18])[N:13]([CH3:17])[C:14]=1[CH2:15]Br)(=O)[C:2]1[CH:7]=[CH:6][CH:5]=[CH:4][CH:3]=1.Cl.[NH2:22][CH2:23][CH2:24][CH2:25][CH2:26][C:27]([O:29][CH2:30][CH3:31])=[O:28].C(N(CC)CC)C. Given the product [CH3:17][N:13]1[C:14]2=[CH:15][N:22]([CH2:23][CH2:24][CH2:25][CH2:26][C:27]([O:29][CH2:30][CH3:31])=[O:28])[C:1]([C:2]3[CH:7]=[CH:6][CH:5]=[CH:4][CH:3]=3)=[C:9]2[C:10](=[O:20])[N:11]([CH3:19])[C:12]1=[O:18], predict the reactants needed to synthesize it. (6) Given the product [CH3:1][C:2]1[C:10]2[CH2:9][N:8]([CH:12]3[CH2:13][CH2:14][N:15]([CH3:18])[CH2:16][CH2:17]3)[C:7](=[O:19])[C:6]=2[CH:5]=[C:4]2[NH:20][C:21]([C:23]3[C:24](=[O:43])[NH:25][CH:26]=[CH:27][C:28]=3[NH:29][CH:30]([CH3:42])[CH2:31][C:32]3[C:33]([F:41])=[C:34]([F:40])[CH:35]=[C:36]([F:39])[C:37]=3[F:38])=[N:22][C:3]=12, predict the reactants needed to synthesize it. The reactants are: [CH3:1][C:2]1[C:10]2[C:9](=O)[N:8]([CH:12]3[CH2:17][CH2:16][N:15]([CH3:18])[CH2:14][CH2:13]3)[C:7](=[O:19])[C:6]=2[CH:5]=[C:4]2[NH:20][C:21]([C:23]3[C:24](=[O:43])[NH:25][CH:26]=[CH:27][C:28]=3[NH:29][CH:30]([CH3:42])[CH2:31][C:32]3[C:37]([F:38])=[C:36]([F:39])[CH:35]=[C:34]([F:40])[C:33]=3[F:41])=[N:22][C:3]=12. (7) Given the product [CH3:33][N:32]([CH2:22][C:21]1[CH:24]=[CH:25][C:18]([N+:15]([O-:17])=[O:16])=[CH:19][CH:20]=1)[CH2:29][CH:30]1[CH2:13][CH2:11][O:12][CH2:34][CH2:31]1, predict the reactants needed to synthesize it. The reactants are: [BH-](O[C:11]([CH3:13])=[O:12])(OC(C)=O)OC(C)=O.[Na+].[N+:15]([C:18]1[CH:25]=[CH:24][C:21]([CH:22]=O)=[CH:20][CH:19]=1)([O-:17])=[O:16].O1[CH2:31][CH2:30][CH:29]([NH:32][CH3:33])CC1.[CH2:34]=O.[OH-].[Na+].